From a dataset of Forward reaction prediction with 1.9M reactions from USPTO patents (1976-2016). Predict the product of the given reaction. (1) Given the reactants [CH3:1][S:2]([C:5]1[CH:6]=[CH:7][C:8]([C@@H:11]([OH:21])[C@H:12]([NH:15][C:16]([CH:18]([Cl:20])[Cl:19])=[O:17])[CH2:13][F:14])=[CH:9][CH:10]=1)(=[O:4])=[O:3].Cl(O)(=O)(=O)=[O:23], predict the reaction product. The product is: [CH3:1][S:2]([C:5]1[CH:6]=[CH:7][C:8]([C@@H:11]([OH:21])[C@H:12]([NH:15][C:16]([CH:18]([Cl:20])[Cl:19])=[O:17])[CH2:13][F:14])=[CH:9][CH:10]=1)(=[O:4])=[O:3].[C:11]([O-:21])(=[O:23])[CH2:8][CH2:9][CH3:10]. (2) The product is: [Cl:15][C:16]1[C:17]([OH:25])=[C:18]([CH:21]=[CH:22][C:23]=1[O:24][CH2:61][C:57]1[CH:58]=[CH:59][CH:60]=[C:55]([C:52]2[CH:53]=[CH:54][C:46]3[O:45][CH2:50][CH2:49][O:48][C:47]=3[CH:51]=2)[C:56]=1[CH3:63])[CH:19]=[O:20]. Given the reactants N(C(OC(C)C)=O)=NC(OC(C)C)=O.[Cl:15][C:16]1[C:17]([OH:25])=[C:18]([CH:21]=[CH:22][C:23]=1[OH:24])[CH:19]=[O:20].C1(P(C2C=CC=CC=2)C2C=CC=CC=2)C=CC=CC=1.[O:45]1[CH2:50][CH2:49][O:48][C:47]2[CH:51]=[C:52]([C:55]3[C:56]([CH3:63])=[C:57]([CH2:61]O)[CH:58]=[CH:59][CH:60]=3)[CH:53]=[CH:54][C:46]1=2, predict the reaction product. (3) Given the reactants [C:1]([N:4]1[CH2:9][CH2:8][C:7](=[N:10][NH:11][C:12](=[O:19])[C:13]2[CH:18]=[CH:17][CH:16]=[CH:15][CH:14]=2)[CH2:6][CH2:5]1)(=[O:3])[CH3:2].C(OCC)C, predict the reaction product. The product is: [C:1]([N:4]1[CH2:9][CH2:8][CH:7]([NH:10][NH:11][C:12](=[O:19])[C:13]2[CH:14]=[CH:15][CH:16]=[CH:17][CH:18]=2)[CH2:6][CH2:5]1)(=[O:3])[CH3:2]. (4) The product is: [Cl:11][C:10]1[CH:9]=[C:8]2[C:4](=[CH:3][C:2]=1[Cl:1])[CH2:5][N:6]([C:13]1[C:14]([CH3:35])=[C:15]([CH3:34])[C:16]3[O:20][C:19]([CH3:21])([CH3:22])[CH:18]([C:23]4[CH:28]=[CH:27][C:26]([CH:29]([CH3:31])[CH3:30])=[CH:25][CH:24]=4)[C:17]=3[C:32]=1[CH3:33])[CH2:7]2. Given the reactants [Cl:1][C:2]1[CH:3]=[C:4]2[C:8](=[CH:9][C:10]=1[Cl:11])[C:7](=O)[N:6]([C:13]1[C:14]([CH3:35])=[C:15]([CH3:34])[C:16]3[O:20][C:19]([CH3:22])([CH3:21])[CH:18]([C:23]4[CH:28]=[CH:27][C:26]([CH:29]([CH3:31])[CH3:30])=[CH:25][CH:24]=4)[C:17]=3[C:32]=1[CH3:33])[C:5]2=O, predict the reaction product. (5) Given the reactants Cl[C:2]1[N:10]=[CH:9][CH:8]=[CH:7][C:3]=1[C:4]([NH2:6])=[O:5].C(=O)([O-])[O-].[K+].[K+].[F:17][C:18]1[CH:23]=[CH:22][C:21]([C:24]2[CH:28]=[C:27]([NH2:29])[N:26]([C:30]3[CH:35]=[CH:34][CH:33]=[CH:32][C:31]=3[CH3:36])[N:25]=2)=[CH:20][CH:19]=1, predict the reaction product. The product is: [F:17][C:18]1[CH:19]=[CH:20][C:21]([C:24]2[CH:28]=[C:27]([NH:29][C:2]3[N:10]=[CH:9][CH:8]=[CH:7][C:3]=3[C:4]([NH2:6])=[O:5])[N:26]([C:30]3[CH:35]=[CH:34][CH:33]=[CH:32][C:31]=3[CH3:36])[N:25]=2)=[CH:22][CH:23]=1. (6) Given the reactants Cl.[O:2]1[C:6]2[CH:7]=[CH:8][CH:9]=[CH:10][C:5]=2[C:4]([CH2:11][NH2:12])=[CH:3]1.F[C:14]1[CH:22]=[N:21][CH:20]=[CH:19][C:15]=1[C:16]([OH:18])=[O:17], predict the reaction product. The product is: [O:2]1[C:6]2[CH:7]=[CH:8][CH:9]=[CH:10][C:5]=2[C:4]([CH2:11][NH:12][C:19]2[CH:20]=[N:21][CH:22]=[CH:14][C:15]=2[C:16]([OH:18])=[O:17])=[CH:3]1.